Predict the reactants needed to synthesize the given product. From a dataset of Full USPTO retrosynthesis dataset with 1.9M reactions from patents (1976-2016). (1) The reactants are: [F:1][C:2]1[CH:7]=[CH:6][C:5]([C:8](=[O:34])[C:9]([N:11]([C:24]2[CH:25]=[C:26]3[C:30](=[CH:31][CH:32]=2)[NH:29][N:28]=[C:27]3[CH3:33])[CH2:12][CH2:13][C:14]2[CH:15]=[N:16][C:17]([C:20]([F:23])([F:22])[F:21])=[CH:18][CH:19]=2)=[O:10])=[CH:4][CH:3]=1.[H-].[Na+].[CH3:37]I. Given the product [CH3:37][N:29]1[C:30]2[C:26](=[CH:25][C:24]([N:11]([CH2:12][CH2:13][C:14]3[CH:15]=[N:16][C:17]([C:20]([F:21])([F:23])[F:22])=[CH:18][CH:19]=3)[C:9](=[O:10])[C:8]([C:5]3[CH:6]=[CH:7][C:2]([F:1])=[CH:3][CH:4]=3)=[O:34])=[CH:32][CH:31]=2)[C:27]([CH3:33])=[N:28]1, predict the reactants needed to synthesize it. (2) Given the product [Cl:25][C:12]1[N:11]=[C:10]([C:14]2[CH:19]=[CH:18][C:17]([N+:20]([O-:22])=[O:21])=[CH:16][CH:15]=2)[N:9]=[C:8]2[N:4]([CH:1]([CH3:3])[CH3:2])[N:5]=[CH:6][C:7]=12, predict the reactants needed to synthesize it. The reactants are: [CH:1]([N:4]1[C:8]2=[N:9][C:10]([C:14]3[CH:19]=[CH:18][C:17]([N+:20]([O-:22])=[O:21])=[CH:16][CH:15]=3)=[N:11][C:12](O)=[C:7]2[CH:6]=[N:5]1)([CH3:3])[CH3:2].P(Cl)(Cl)([Cl:25])=O.